From a dataset of Forward reaction prediction with 1.9M reactions from USPTO patents (1976-2016). Predict the product of the given reaction. (1) The product is: [F:17][C:16]1[C:11]2[O:10][CH2:9][CH2:8][NH:7][C:12]=2[C:13]([N+:18]([O-:20])=[O:19])=[CH:14][CH:15]=1. Given the reactants C(OC(=O)[NH:7][CH2:8][CH2:9][O:10][C:11]1[C:16]([F:17])=[CH:15][CH:14]=[C:13]([N+:18]([O-:20])=[O:19])[C:12]=1F)(C)(C)C.C(O)(C(F)(F)F)=O.C1(C)C=CC=CC=1, predict the reaction product. (2) Given the reactants C1CCC(N=C=NC2CCCCC2)CC1.[OH:16][C@@H:17]([C:27]1[S:28][CH:29]=[C:30]([C:32]([O:34][CH3:35])=[O:33])[N:31]=1)[CH2:18][C@@H:19]([NH:23][CH2:24][CH2:25][CH3:26])[CH:20]([CH3:22])[CH3:21].[C:36]([O:40][C:41]([NH:43][C@@H:44]([CH:48]([CH2:51][CH3:52])[CH2:49][CH3:50])[C:45](O)=[O:46])=[O:42])([CH3:39])([CH3:38])[CH3:37].O.C(O)(C)(C)C, predict the reaction product. The product is: [CH:20]([C@H:19]([NH:23][CH2:24][CH2:25][CH3:26])[CH2:18][C@H:17]([C:27]1[S:28][CH:29]=[C:30]([C:32]([O:34][CH3:35])=[O:33])[N:31]=1)[O:16][C:45](=[O:46])[C@H:44]([CH:48]([CH2:51][CH3:52])[CH2:49][CH3:50])[NH:43][C:41](=[O:42])[O:40][C:36]([CH3:39])([CH3:38])[CH3:37])([CH3:22])[CH3:21].